This data is from Forward reaction prediction with 1.9M reactions from USPTO patents (1976-2016). The task is: Predict the product of the given reaction. (1) Given the reactants C(OC([NH:11][CH2:12][C@@H:13]([CH2:17][C@H:18]([CH3:25])[CH2:19][CH2:20][CH2:21][CH:22]([CH3:24])[CH3:23])[C:14]([OH:16])=[O:15])=O)C1C=CC=CC=1.[H][H], predict the reaction product. The product is: [NH2:11][CH2:12][CH:13]([CH2:17][CH:18]([CH3:25])[CH2:19][CH2:20][CH2:21][CH:22]([CH3:24])[CH3:23])[C:14]([OH:16])=[O:15]. (2) Given the reactants [OH:1][CH:2]1[CH2:20][CH:19]2[N:4]([C:5](=[O:39])[CH:6]([NH:31][C:32]([O:34][C:35]([CH3:38])([CH3:37])[CH3:36])=[O:33])[CH2:7][CH2:8][CH2:9][CH2:10][CH2:11][CH:12]=[CH:13][CH:14]3[C:16]([C:22]([NH:24][S:25]([CH:28]4[CH2:30][CH2:29]4)(=[O:27])=[O:26])=[O:23])([NH:17][C:18]2=[O:21])[CH2:15]3)[CH2:3]1.[C:40](Cl)(=[O:47])[C:41]1[CH:46]=[CH:45][CH:44]=[CH:43][CH:42]=1, predict the reaction product. The product is: [C:40]([O:1][CH:2]1[CH2:20][CH:19]2[N:4]([C:5](=[O:39])[CH:6]([NH:31][C:32]([O:34][C:35]([CH3:36])([CH3:38])[CH3:37])=[O:33])[CH2:7][CH2:8][CH2:9][CH2:10][CH2:11][CH:12]=[CH:13][CH:14]3[C:16]([C:22]([NH:24][S:25]([CH:28]4[CH2:30][CH2:29]4)(=[O:27])=[O:26])=[O:23])([NH:17][C:18]2=[O:21])[CH2:15]3)[CH2:3]1)(=[O:47])[C:41]1[CH:46]=[CH:45][CH:44]=[CH:43][CH:42]=1. (3) Given the reactants [CH3:1][C:2]1([C:17]([OH:19])=O)[CH2:7][CH2:6][CH2:5][N:4]([C:8]2[CH:13]=[CH:12][C:11]([N+:14]([O-:16])=[O:15])=[CH:10][CH:9]=2)[CH2:3]1.CC[N:22](CC)CC.C(Cl)(=O)OCC(C)C.[OH-].[NH4+], predict the reaction product. The product is: [CH3:1][C:2]1([C:17]([NH2:22])=[O:19])[CH2:7][CH2:6][CH2:5][N:4]([C:8]2[CH:13]=[CH:12][C:11]([N+:14]([O-:16])=[O:15])=[CH:10][CH:9]=2)[CH2:3]1. (4) Given the reactants [F:1][C:2]1[CH:3]=[N+:4]([O-:8])[CH:5]=[CH:6][CH:7]=1.[N+:9]([O-])([OH:11])=[O:10].[OH-].[Na+], predict the reaction product. The product is: [F:1][C:2]1[CH:3]=[N+:4]([O-:8])[CH:5]=[CH:6][C:7]=1[N+:9]([O-:11])=[O:10]. (5) Given the reactants [Cl:1][C:2]1[CH:7]=[CH:6][C:5]([N:8]2[CH2:12][CH2:11][NH:10][C:9]2=[O:13])=[CH:4][CH:3]=1.[H-].[Na+].Br[CH2:17][CH2:18][CH2:19][CH2:20][CH2:21][O:22][CH2:23][CH2:24][CH2:25][O:26][C:27]1[CH:32]=[CH:31][C:30]([O:33][CH3:34])=[CH:29][CH:28]=1, predict the reaction product. The product is: [Cl:1][C:2]1[CH:3]=[CH:4][C:5]([N:8]2[CH2:12][CH2:11][N:10]([CH2:17][CH2:18][CH2:19][CH2:20][CH2:21][O:22][CH2:23][CH2:24][CH2:25][O:26][C:27]3[CH:32]=[CH:31][C:30]([O:33][CH3:34])=[CH:29][CH:28]=3)[C:9]2=[O:13])=[CH:6][CH:7]=1.